Dataset: Full USPTO retrosynthesis dataset with 1.9M reactions from patents (1976-2016). Task: Predict the reactants needed to synthesize the given product. (1) Given the product [NH:10]1[C:18]2[C:13](=[CH:14][C:15]([NH:19][C:20]3[CH:25]=[CH:24][N:23]=[C:22]4[CH:26]=[C:27]([C:29]5[CH:36]=[CH:35][C:32]([CH2:33][NH:9][CH2:8][CH2:7][N:1]6[CH2:6][CH2:5][NH:4][CH2:3][CH2:2]6)=[CH:31][CH:30]=5)[S:28][C:21]=34)=[CH:16][CH:17]=2)[CH:12]=[CH:11]1, predict the reactants needed to synthesize it. The reactants are: [N:1]1([CH2:7][CH2:8][NH2:9])[CH2:6][CH2:5][NH:4][CH2:3][CH2:2]1.[NH:10]1[C:18]2[C:13](=[CH:14][C:15]([NH:19][C:20]3[CH:25]=[CH:24][N:23]=[C:22]4[CH:26]=[C:27]([C:29]5[CH:36]=[CH:35][C:32]([CH:33]=O)=[CH:31][CH:30]=5)[S:28][C:21]=34)=[CH:16][CH:17]=2)[CH:12]=[CH:11]1. (2) Given the product [CH2:13]([O:12][C:9]1[CH:10]=[CH:11][C:6]([C:5]2[O:4][CH:1]=[CH:2][N:27]=2)=[CH:7][C:8]=1[N:16]=[C:17]=[S:18])[CH3:14], predict the reactants needed to synthesize it. The reactants are: [CH:1]([O:4][C:5](=O)[C:6]1[CH:11]=[CH:10][C:9]([O:12][CH:13](C)[CH3:14])=[C:8]([N:16]=[C:17]=[S:18])[CH:7]=1)(C)[CH3:2].CC1C=CC(C([NH2:27])=O)=CC=1NC(N)=S. (3) Given the product [F:2][C@@:3]12[C@:16]3([CH3:17])[C:11](=[CH:12][C:13](=[O:18])[CH:14]=[CH:15]3)[C@@H:10]([F:19])[CH2:9][C@H:8]1[C@@H:7]1[CH2:20][C@@H:21]3[C@:25]([C:26](=[O:32])[CH2:27][O:28][C:29](=[O:31])[CH3:30])([C@@:6]1([CH3:33])[CH2:5][C@@H:4]2[OH:34])[CH2:24][N:23]([C:41]1[CH:46]=[CH:45][CH:44]=[CH:43][CH:42]=1)[CH2:22]3, predict the reactants needed to synthesize it. The reactants are: Cl.[F:2][C@@:3]12[C@:16]3([CH3:17])[C:11](=[CH:12][C:13](=[O:18])[CH:14]=[CH:15]3)[C@@H:10]([F:19])[CH2:9][C@H:8]1[C@@H:7]1[CH2:20][C@@H:21]3[C@:25]([C:26](=[O:32])[CH2:27][O:28][C:29](=[O:31])[CH3:30])([C@@:6]1([CH3:33])[CH2:5][C@@H:4]2[OH:34])[CH2:24][NH:23][CH2:22]3.FC(F)(F)S(O[C:41]1[CH:46]=[CH:45][CH:44]=[CH:43][C:42]=1[Si](C)(C)C)(=O)=O.[F-].[Cs+]. (4) Given the product [F:1][C:2]1[CH:3]=[CH:4][C:5]([NH:8][C:9]([C:11]2[C:15]([N:16]3[C:4]([CH3:5])=[CH:3][CH:2]=[C:7]3[CH3:6])=[CH:14][NH:13][N:12]=2)=[O:10])=[CH:6][CH:7]=1, predict the reactants needed to synthesize it. The reactants are: [F:1][C:2]1[CH:7]=[CH:6][C:5]([NH:8][C:9]([C:11]2[C:15]([NH2:16])=[CH:14][NH:13][N:12]=2)=[O:10])=[CH:4][CH:3]=1.O.[O-2].[O-2].[O-2].O=[Si]=O.O=[Si]=O.O=[Si]=O.O=[Si]=O.[Al+3].[Al+3]. (5) Given the product [N:16]1[CH:17]=[CH:18][C:13]([N:12]2[C:1](=[O:11])[C:2]3=[CH:10][CH:9]=[CH:8][CH:7]=[C:3]3[C:4]2=[O:6])=[CH:14][CH:15]=1, predict the reactants needed to synthesize it. The reactants are: [C:1]1(=[O:11])[O:6][C:4](=O)[C:3]2=[CH:7][CH:8]=[CH:9][CH:10]=[C:2]12.[NH2:12][C:13]1[CH:18]=[CH:17][N:16]=[CH:15][CH:14]=1.C(OC(=O)C)(=O)C. (6) Given the product [CH2:1]([NH2:9])[CH2:2][CH2:3][CH2:4][CH2:5][CH2:6][CH2:7][CH3:8].[CH2:23]([N:31]=[C:32]=[S:42])[CH2:24][CH2:25][CH2:26][CH2:27][CH2:28][CH2:29][CH3:30], predict the reactants needed to synthesize it. The reactants are: [CH2:1]([NH2:9])[CH2:2][CH2:3][CH2:4][CH2:5][CH2:6][CH2:7][CH3:8].NC(N)=S.C(C(CCCC)CO)C.[CH2:23]([NH:31][C:32](=[S:42])OCC(CC)CCCC)[CH2:24][CH2:25][CH2:26][CH2:27][CH2:28][CH2:29][CH3:30]. (7) Given the product [NH:1]1[C:9]2[C:4](=[CH:5][CH:6]=[CH:7][CH:8]=2)[C:3]([CH2:10][C:11]2[CH:20]=[CH:19][C:14]([C:15]([OH:17])=[O:16])=[CH:13][CH:12]=2)=[CH:2]1, predict the reactants needed to synthesize it. The reactants are: [NH:1]1[C:9]2[C:4](=[CH:5][CH:6]=[CH:7][CH:8]=2)[C:3]([CH2:10][C:11]2[CH:20]=[CH:19][C:14]([C:15]([O:17]C)=[O:16])=[CH:13][CH:12]=2)=[CH:2]1.[OH-].[Na+]. (8) Given the product [C:1]([O:5][C:6]([N:8]1[CH2:13][CH2:12][CH:11]([C:14]2[CH:27]=[C:17]3[N:18]=[CH:19][C:20]([C:22]([OH:24])=[O:23])=[CH:21][N:16]3[N:15]=2)[CH2:10][CH2:9]1)=[O:7])([CH3:4])([CH3:2])[CH3:3], predict the reactants needed to synthesize it. The reactants are: [C:1]([O:5][C:6]([N:8]1[CH2:13][CH2:12][CH:11]([C:14]2[CH:27]=[C:17]3[N:18]=[CH:19][C:20]([C:22]([O:24]CC)=[O:23])=[CH:21][N:16]3[N:15]=2)[CH2:10][CH2:9]1)=[O:7])([CH3:4])([CH3:3])[CH3:2].[OH-].[Na+].Cl.